This data is from Peptide-MHC class I binding affinity with 185,985 pairs from IEDB/IMGT. The task is: Regression. Given a peptide amino acid sequence and an MHC pseudo amino acid sequence, predict their binding affinity value. This is MHC class I binding data. (1) The peptide sequence is LLVTHYAII. The MHC is HLA-A02:03 with pseudo-sequence HLA-A02:03. The binding affinity (normalized) is 0.661. (2) The peptide sequence is AEALLADGL. The MHC is HLA-B07:02 with pseudo-sequence HLA-B07:02. The binding affinity (normalized) is 0.0847.